This data is from Forward reaction prediction with 1.9M reactions from USPTO patents (1976-2016). The task is: Predict the product of the given reaction. (1) The product is: [CH3:24][C:26]1[C:35]([CH3:36])=[C:34]([O:37][C:38](=[O:39])[CH3:40])[C:33]2[C:28](=[CH:29][CH:30]=[C:31]([F:44])[C:32]=2[F:43])[N:27]=1. Given the reactants [H-].[Na+].C(C1C(C)=C(OC(C2CC2)=O)C2C(=CC(F)=C(F)C=2)N=1)C.[CH2:24]([C:26]1[C:35]([CH3:36])=[C:34]([O:37][C:38]([CH:40]2CC2)=[O:39])[C:33]2[C:28](=[CH:29][CH:30]=[C:31]([F:44])[C:32]=2[F:43])[N:27]=1)C.O, predict the reaction product. (2) Given the reactants Cl[C:2]1[C:11]2[C:6](=[C:7]([C:12]([F:15])([F:14])[F:13])[CH:8]=[CH:9][CH:10]=2)[N:5]=[CH:4][C:3]=1[C:16]([C:18]1[CH:23]=[CH:22][CH:21]=[CH:20][N:19]=1)=[O:17].[F:24][C:25]([F:36])([F:35])[C:26]1[CH:27]=[C:28](B(O)O)[CH:29]=[CH:30][CH:31]=1, predict the reaction product. The product is: [N:19]1[CH:20]=[CH:21][CH:22]=[CH:23][C:18]=1[C:16]([C:3]1[CH:4]=[N:5][C:6]2[C:11]([C:2]=1[C:30]1[CH:29]=[CH:28][CH:27]=[C:26]([C:25]([F:36])([F:35])[F:24])[CH:31]=1)=[CH:10][CH:9]=[CH:8][C:7]=2[C:12]([F:15])([F:14])[F:13])=[O:17]. (3) Given the reactants [Cl:1][C:2]1[CH:45]=[CH:44][C:5]([CH2:6][C@@H:7]([NH:30][CH:31]2[CH2:36][CH2:35][N:34](C(OC(C)(C)C)=O)[CH2:33][CH2:32]2)[C:8]([N:10]2[CH2:15][CH2:14][CH:13]([N:16]([CH:24]3[CH2:29][CH2:28][CH2:27][CH2:26][CH2:25]3)[CH2:17][CH2:18][N:19]3[CH:23]=[CH:22][N:21]=[CH:20]3)[CH2:12][CH2:11]2)=[O:9])=[CH:4][CH:3]=1.Cl, predict the reaction product. The product is: [Cl:1][C:2]1[CH:3]=[CH:4][C:5]([CH2:6][C@@H:7]([NH:30][CH:31]2[CH2:36][CH2:35][NH:34][CH2:33][CH2:32]2)[C:8]([N:10]2[CH2:15][CH2:14][CH:13]([N:16]([CH:24]3[CH2:29][CH2:28][CH2:27][CH2:26][CH2:25]3)[CH2:17][CH2:18][N:19]3[CH:23]=[CH:22][N:21]=[CH:20]3)[CH2:12][CH2:11]2)=[O:9])=[CH:44][CH:45]=1. (4) Given the reactants [CH3:1][N:2]([Si](C)(C)C)[CH3:3].[CH3:8][O:9][S:10]([O-:13])(=[O:12])=[O:11].[CH3:14][N:15]([C+:17]([N:19]([CH3:21])[CH3:20])Cl)[CH3:16], predict the reaction product. The product is: [CH3:1][N:2]([CH3:3])[C:17](=[N+:15]([CH3:16])[CH3:14])[N:19]([CH3:21])[CH3:20].[CH3:8][O:9][S:10]([O-:13])(=[O:12])=[O:11]. (5) Given the reactants [OH:1][CH2:2][C:3]1[N:8]=[CH:7][C:6]2[N:9]([C:12]3[S:16][C:15]([C:17]([NH2:19])=[O:18])=[C:14]([O:20][CH:21]([C:23]4[CH:28]=[CH:27][CH:26]=[CH:25][C:24]=4[C:29]([F:32])([F:31])[F:30])[CH3:22])[CH:13]=3)[CH:10]=[N:11][C:5]=2[CH:4]=1.[CH3:33][S:34](Cl)(=[O:36])=[O:35].C(N(CC)CC)C, predict the reaction product. The product is: [CH3:33][S:34]([O:1][CH2:2][C:3]1[N:8]=[CH:7][C:6]2[N:9]([C:12]3[S:16][C:15]([C:17](=[O:18])[NH2:19])=[C:14]([O:20][CH:21]([C:23]4[CH:28]=[CH:27][CH:26]=[CH:25][C:24]=4[C:29]([F:30])([F:31])[F:32])[CH3:22])[CH:13]=3)[CH:10]=[N:11][C:5]=2[CH:4]=1)(=[O:36])=[O:35].